From a dataset of Reaction yield outcomes from USPTO patents with 853,638 reactions. Predict the reaction yield, written as a fraction of the theoretical maximum amount of product (1.0 means a 100% yield; for example, 0.34 means a 34% yield). (1) The reactants are [CH3:1][O:2][C:3]1[CH:9]=[CH:8][C:6]([NH2:7])=[C:5]([CH3:10])[CH:4]=1.[C:11](OC([O-])=O)([O:13][C:14]([CH3:17])([CH3:16])[CH3:15])=[O:12]. The catalyst is C1COCC1. The product is [C:14]([O:13][C:11]([NH:7][C:6]1[CH:8]=[CH:9][C:3]([O:2][CH3:1])=[CH:4][C:5]=1[CH3:10])=[O:12])([CH3:17])([CH3:16])[CH3:15]. The yield is 1.00. (2) The reactants are [CH3:1][O:2][CH:3]1[O:8][CH2:7][CH:6]([CH2:9][OH:10])[CH2:5][O:4]1.[H-].[Na+].Cl[C:14]1[CH:19]=[CH:18][N+:17]([O-:20])=[C:16]([CH3:21])[C:15]=1[CH3:22]. The catalyst is CS(C)=O. The product is [CH3:1][O:2][CH:3]1[O:8][CH2:7][CH:6]([CH2:9][O:10][C:14]2[CH:19]=[CH:18][N+:17]([O-:20])=[C:16]([CH3:21])[C:15]=2[CH3:22])[CH2:5][O:4]1. The yield is 0.495. (3) The reactants are [C:1]([C:4]1[O:5][C:6]2[CH:13]=[CH:12][C:11]([O:14][CH3:15])=[C:10]([Br:16])[C:7]=2[C:8]=1[NH2:9])(=[O:3])[CH3:2].[CH:17]([C:19]1[N:20]=[C:21]([NH:24][C:25](=[O:29])[CH:26]([CH3:28])[CH3:27])[S:22][CH:23]=1)=O.[OH-].[Na+].O. The catalyst is C1COCC1. The product is [NH2:9][C:8]1[C:7]2[C:10]([Br:16])=[C:11]([O:14][CH3:15])[CH:12]=[CH:13][C:6]=2[O:5][C:4]=1[C:1](=[O:3])[CH:2]=[CH:17][C:19]1[N:20]=[C:21]([NH:24][C:25](=[O:29])[CH:26]([CH3:27])[CH3:28])[S:22][CH:23]=1. The yield is 0.610.